This data is from Reaction yield outcomes from USPTO patents with 853,638 reactions. The task is: Predict the reaction yield, written as a fraction of the theoretical maximum amount of product (1.0 means a 100% yield; for example, 0.34 means a 34% yield). The reactants are [CH2:1]([N:3]([CH2:13][CH3:14])[C:4]1[CH:5]=[N:6][N:7]2[CH:12]=[CH:11][CH:10]=[CH:9][C:8]=12)[CH3:2].C([Li])CCC.[I:20]CCI.C(OCC)(=O)C.CCCCCC. The catalyst is C1COCC1. The product is [CH2:13]([N:3]([CH2:1][CH3:2])[C:4]1[CH:5]=[N:6][N:7]2[C:12]([I:20])=[CH:11][CH:10]=[CH:9][C:8]=12)[CH3:14]. The yield is 0.630.